Dataset: Forward reaction prediction with 1.9M reactions from USPTO patents (1976-2016). Task: Predict the product of the given reaction. The product is: [C:1]([O:5][C:6]([N:8]1[CH2:13][CH2:12][N:11]([C:14]2[N:15]=[N:16][C:17]([C:21]([F:24])([F:23])[F:22])=[C:18]([C:26]3[CH:27]=[CH:28][CH:29]=[CH:30][C:25]=3[CH3:34])[CH:19]=2)[CH2:10][CH2:9]1)=[O:7])([CH3:4])([CH3:3])[CH3:2]. Given the reactants [C:1]([O:5][C:6]([N:8]1[CH2:13][CH2:12][N:11]([C:14]2[N:15]=[N:16][C:17]([C:21]([F:24])([F:23])[F:22])=[C:18](I)[CH:19]=2)[CH2:10][CH2:9]1)=[O:7])([CH3:4])([CH3:3])[CH3:2].[C:25]1([CH3:34])[CH:30]=[CH:29][CH:28]=[CH:27][C:26]=1B(O)O.ClCCl.P([O-])([O-])([O-])=O.[K+].[K+].[K+], predict the reaction product.